From a dataset of NCI-60 drug combinations with 297,098 pairs across 59 cell lines. Regression. Given two drug SMILES strings and cell line genomic features, predict the synergy score measuring deviation from expected non-interaction effect. (1) Drug 1: COC1=CC(=CC(=C1O)OC)C2C3C(COC3=O)C(C4=CC5=C(C=C24)OCO5)OC6C(C(C7C(O6)COC(O7)C8=CC=CS8)O)O. Drug 2: CCN(CC)CCNC(=O)C1=C(NC(=C1C)C=C2C3=C(C=CC(=C3)F)NC2=O)C. Cell line: SNB-19. Synergy scores: CSS=49.1, Synergy_ZIP=4.36, Synergy_Bliss=5.16, Synergy_Loewe=-11.2, Synergy_HSA=4.59. (2) Drug 1: C1=C(C(=O)NC(=O)N1)N(CCCl)CCCl. Drug 2: C(=O)(N)NO. Cell line: RXF 393. Synergy scores: CSS=19.2, Synergy_ZIP=-3.15, Synergy_Bliss=-2.17, Synergy_Loewe=-8.02, Synergy_HSA=0.363.